Dataset: Experimentally validated miRNA-target interactions with 360,000+ pairs, plus equal number of negative samples. Task: Binary Classification. Given a miRNA mature sequence and a target amino acid sequence, predict their likelihood of interaction. (1) The miRNA is hsa-miR-548d-5p with sequence AAAAGUAAUUGUGGUUUUUGCC. The protein sequence of the target gene is MAGPAAAFRRLGALSGAAALGFASYGAHGAQFPDAYGKELFDKANKHHFLHSLALLGVPHCRKPLWAGLLLASGTTLFCTSFYYQALSGDPSIQTLAPAGGTLLLLGWLALAL. Result: 0 (no interaction). (2) The miRNA is hsa-miR-423-3p with sequence AGCUCGGUCUGAGGCCCCUCAGU. The protein sequence of the target gene is MLPPWTLGLLLLATVRGKEVCYGQLGCFSDEKPWAGTLQRPVKLLPWSPEDIDTRFLLYTNENPNNFQLITGTEPDTIEASNFQLDRKTRFIIHGFLDKAEDSWPSDMCKKMFEVEKVNCICVDWRHGSRAMYTQAVQNIRVVGAETAFLIQALSTQLGYSLEDVHVIGHSLGAHTAAEAGRRLGGRVGRITGLDPAGPCFQDEPEEVRLDPSDAVFVDVIHTDSSPIVPSLGFGMSQKVGHLDFFPNGGKEMPGCKKNVLSTITDIDGIWEGIGGFVSCNHLRSFEYYSSSVLNPDGFL.... Result: 0 (no interaction). (3) The miRNA is hsa-miR-548ba with sequence AAAGGUAACUGUGAUUUUUGCU. The protein sequence of the target gene is MFRIEGLAPKLDPEEMKRKMREDVISSIRNFLIYVALLRVTPFILKKLDSI. Result: 1 (interaction). (4) The miRNA is hsa-miR-224-5p with sequence UCAAGUCACUAGUGGUUCCGUUUAG. The protein sequence of the target gene is MSLSDWHLAVKLADQPLTPKSILRLPETELGEYSLGGYSISFLKQLIAGKLQESVPDPELIDLIYCGRKLKDDQTLDFYGIQPGSTVHVLRKSWPEPDQKPEPVDKVAAMREFRVLHTALHSSSSYREAVFKMLSNKESLDQIIVATPGLSSDPIALGVLQDKDLFSVFADPNMLDTLVPAHPALVNAIVLVLHSVAGSAPMPGTDSSSRSMPSSSYRDMPGGFLFEGLSDDEDDFHPNTRSTPSSSTPSSRPASLGYSGAAGPRPITQSELATALALASTPESSSHTPTPGTQGHSSGT.... Result: 0 (no interaction). (5) The miRNA is mmu-miR-599 with sequence UUGUGUCAGUUUAUCAAAC. The protein sequence of the target gene is MARLCAFLMVLAVLSYWPTCSLGCDLPQTHNLRNKRALTLLVQMRRLSPLSCLKDRKDFGFPQEKVDAQQIKKAQAIPVLSELTQQILNIFTSKDSSAAWNTTLLDSFCNDLHQQLNDLQGCLMQQVGVQEFPLTQEDALLAVRKYFHRITVYLREKKHSPCAWEVVRAEVWRALSSSANVLGRLREEK. Result: 0 (no interaction).